This data is from Full USPTO retrosynthesis dataset with 1.9M reactions from patents (1976-2016). The task is: Predict the reactants needed to synthesize the given product. Given the product [ClH:1].[C:2]([O:10][C@@H:11]1[C@@H:15]([CH2:16][OH:17])[CH2:14][C@@H:13]([NH2:18])[C@@H:12]1[O:26][C:27](=[O:34])[C:28]1[CH:33]=[CH:32][CH:31]=[CH:30][CH:29]=1)(=[O:9])[C:3]1[CH:4]=[CH:5][CH:6]=[CH:7][CH:8]=1, predict the reactants needed to synthesize it. The reactants are: [ClH:1].[C:2]([O:10][C@@H:11]1[C@@H:15]([CH2:16][OH:17])[CH2:14][C@@H:13]([NH:18]C(OC(C)(C)C)=O)[C@@H:12]1[O:26][C:27](=[O:34])[C:28]1[CH:33]=[CH:32][CH:31]=[CH:30][CH:29]=1)(=[O:9])[C:3]1[CH:8]=[CH:7][CH:6]=[CH:5][CH:4]=1.